This data is from CYP1A2 inhibition data for predicting drug metabolism from PubChem BioAssay. The task is: Regression/Classification. Given a drug SMILES string, predict its absorption, distribution, metabolism, or excretion properties. Task type varies by dataset: regression for continuous measurements (e.g., permeability, clearance, half-life) or binary classification for categorical outcomes (e.g., BBB penetration, CYP inhibition). Dataset: cyp1a2_veith. The drug is C[C@@H](N)/C(N)=N/O. The result is 0 (non-inhibitor).